Dataset: Full USPTO retrosynthesis dataset with 1.9M reactions from patents (1976-2016). Task: Predict the reactants needed to synthesize the given product. (1) Given the product [Br:1][C:2]1[C:3]([O:23][CH3:24])=[C:4]([C:9]([CH2:12][S:13]([C:16]2[CH:21]=[CH:20][CH:19]=[CH:18][C:17]=2[O:30][CH3:29])(=[O:15])=[O:14])=[CH:10][CH:11]=1)[C:5]([O:7][CH3:8])=[O:6], predict the reactants needed to synthesize it. The reactants are: [Br:1][C:2]1[C:3]([O:23][CH3:24])=[C:4]([C:9]([CH2:12][S:13]([C:16]2[CH:21]=[CH:20][CH:19]=[C:18](Cl)[CH:17]=2)(=[O:15])=[O:14])=[CH:10][CH:11]=1)[C:5]([O:7][CH3:8])=[O:6].BrC1C(OC)=C(C(CSC2C=CC=CC=2OC)=CC=1)[C:29](OC)=[O:30]. (2) Given the product [CH3:1][S:2]([NH:5][CH2:6][C:7]1[CH:26]=[CH:25][C:10]([C:11]([O:13][CH2:14][C:15]([OH:17])=[O:16])=[O:12])=[CH:9][CH:8]=1)(=[O:4])=[O:3], predict the reactants needed to synthesize it. The reactants are: [CH3:1][S:2]([NH:5][CH2:6][C:7]1[CH:26]=[CH:25][C:10]([C:11]([O:13][CH2:14][C:15]([O:17]CC2C=CC=CC=2)=[O:16])=[O:12])=[CH:9][CH:8]=1)(=[O:4])=[O:3]. (3) Given the product [CH2:1]([O:3][C:4]([C:6]1[C:7]([C:14]2[CH:15]=[N:16][CH:17]=[N:18][CH:19]=2)=[N:8][N:9]([C:26]2[CH:25]=[CH:24][C:23]([O:22][C:21]([F:20])([F:32])[F:33])=[CH:28][CH:27]=2)[C:10]=1[CH:11]1[CH2:13][CH2:12]1)=[O:5])[CH3:2], predict the reactants needed to synthesize it. The reactants are: [CH2:1]([O:3][C:4]([C:6]1[C:7]([C:14]2[CH:15]=[N:16][CH:17]=[N:18][CH:19]=2)=[N:8][NH:9][C:10]=1[CH:11]1[CH2:13][CH2:12]1)=[O:5])[CH3:2].[F:20][C:21]([F:33])([F:32])[O:22][C:23]1[CH:28]=[CH:27][C:26](B(O)O)=[CH:25][CH:24]=1. (4) Given the product [Cl:1][C:2]1[CH:3]=[CH:4][C:5]2[N:11]3[CH:12]=[CH:13][CH:14]=[C:10]3[C@H:9]([CH2:15][CH2:16][C:17]([N:19]3[CH2:20][CH2:21][CH:22]([C:25]([OH:27])=[O:26])[CH2:23][CH2:24]3)=[O:18])[O:8][C@@H:7]([C:30]3[CH:35]=[CH:34][CH:33]=[C:32]([O:36][CH3:37])[C:31]=3[O:38][CH3:39])[C:6]=2[CH:40]=1, predict the reactants needed to synthesize it. The reactants are: [Cl:1][C:2]1[CH:3]=[CH:4][C:5]2[N:11]3[CH:12]=[CH:13][CH:14]=[C:10]3[C@H:9]([CH2:15][CH2:16][C:17]([N:19]3[CH2:24][CH2:23][CH:22]([C:25]([O:27]CC)=[O:26])[CH2:21][CH2:20]3)=[O:18])[O:8][C@@H:7]([C:30]3[CH:35]=[CH:34][CH:33]=[C:32]([O:36][CH3:37])[C:31]=3[O:38][CH3:39])[C:6]=2[CH:40]=1.C(=O)([O-])[O-].[K+].[K+].Cl.C(OCC)(=O)C. (5) Given the product [Cl:3][C:4]1[CH:9]=[CH:8][C:7]([N:10]2[C:22]3[C:17](=[CH:18][CH:19]=[C:20]4[C:29]5[CH:28]=[CH:27][CH:26]=[CH:25][C:24]=5[N:23]([C:31]5[N:36]=[C:35]([C:37]6[CH:42]=[CH:41][CH:40]=[CH:39][CH:38]=6)[N:34]=[C:33]([C:43]6[CH:44]=[CH:45][CH:46]=[CH:47][CH:48]=6)[N:32]=5)[C:21]4=3)[C:16]3[C:11]2=[CH:12][CH:13]=[CH:14][CH:15]=3)=[CH:6][CH:5]=1, predict the reactants needed to synthesize it. The reactants are: [H-].[Na+].[Cl:3][C:4]1[CH:9]=[CH:8][C:7]([N:10]2[C:22]3[C:17](=[CH:18][CH:19]=[C:20]4[C:29]5[CH:28]=[CH:27][CH:26]=[CH:25][C:24]=5[NH:23][C:21]4=3)[C:16]3[C:11]2=[CH:12][CH:13]=[CH:14][CH:15]=3)=[CH:6][CH:5]=1.Cl[C:31]1[N:36]=[C:35]([C:37]2[CH:42]=[CH:41][CH:40]=[CH:39][CH:38]=2)[N:34]=[C:33]([C:43]2[CH:48]=[CH:47][CH:46]=[CH:45][CH:44]=2)[N:32]=1. (6) Given the product [CH3:29][O:30][C:31]1[CH:36]=[CH:35][N:34]=[C:33]([CH2:37][CH2:38][C:39]2[NH:48][C:42]3=[N:43][CH:44]=[C:45]([C:2]4[CH:3]=[CH:4][C:5]([S:8]([N:11]5[CH2:12][CH2:13][N:14]([CH2:17][C:18]6[CH:19]=[CH:20][CH:21]=[CH:22][CH:23]=6)[CH2:15][CH2:16]5)(=[O:9])=[O:10])=[CH:6][CH:7]=4)[CH:46]=[C:41]3[N:40]=2)[CH:32]=1, predict the reactants needed to synthesize it. The reactants are: Br[C:2]1[CH:7]=[CH:6][C:5]([S:8]([N:11]2[CH2:16][CH2:15][N:14]([CH2:17][C:18]3[CH:23]=[CH:22][CH:21]=[CH:20][CH:19]=3)[CH2:13][CH2:12]2)(=[O:10])=[O:9])=[CH:4][CH:3]=1.C([O-])(=O)C.[K+].[CH3:29][O:30][C:31]1[CH:36]=[CH:35][N:34]=[C:33]([CH2:37][CH2:38][C:39]2[NH:48][C:42]3=[N:43][CH:44]=[C:45](I)[CH:46]=[C:41]3[N:40]=2)[CH:32]=1.C(=O)([O-])[O-].[K+].[K+].[Cl-].[Li+]. (7) Given the product [CH3:12][C:11]1[C:7]2[C:5](=[O:6])[NH:23][C:16]([C:17]3[CH:22]=[CH:21][CH:20]=[CH:19][CH:18]=3)=[N:15][C:8]=2[S:9][C:10]=1[C:13]#[N:14], predict the reactants needed to synthesize it. The reactants are: Cl.C(O[C:5]([C:7]1[C:11]([CH3:12])=[C:10]([C:13]#[N:14])[S:9][C:8]=1[NH2:15])=[O:6])C.[C:16](#[N:23])[C:17]1[CH:22]=[CH:21][CH:20]=[CH:19][CH:18]=1. (8) Given the product [Cl:20][C:10]1[C:9]([O:8][CH:5]2[CH2:4][CH2:3][NH:2][CH2:7][CH2:6]2)=[CH:18][CH:17]=[C:16]2[C:11]=1[CH:12]=[CH:13][NH:14][C:15]2=[O:19], predict the reactants needed to synthesize it. The reactants are: Cl.[NH:2]1[CH2:7][CH2:6][CH:5]([O:8][C:9]2[CH:10]=[C:11]3[C:16](=[CH:17][CH:18]=2)[C:15](=[O:19])[NH:14][CH:13]=[CH:12]3)[CH2:4][CH2:3]1.[Cl:20]N1C(=O)CCC1=O.[OH-].[Na+]. (9) Given the product [CH2:23]([S:20]([N:17]1[CH2:18][CH2:19][CH:14]([NH:13][C:9]2[CH:8]=[C:7]([C:4]3[S:5][CH:6]=[C:2]([NH:1][CH2:38][C:39]([O:41][CH3:42])=[O:40])[C:3]=3[CH3:30])[CH:12]=[CH:11][CH:10]=2)[CH2:15][CH2:16]1)(=[O:22])=[O:21])[C:24]1[CH:29]=[CH:28][CH:27]=[CH:26][CH:25]=1, predict the reactants needed to synthesize it. The reactants are: [NH2:1][C:2]1[C:3]([CH3:30])=[C:4]([C:7]2[CH:8]=[C:9]([NH:13][CH:14]3[CH2:19][CH2:18][N:17]([S:20]([CH2:23][C:24]4[CH:29]=[CH:28][CH:27]=[CH:26][CH:25]=4)(=[O:22])=[O:21])[CH2:16][CH2:15]3)[CH:10]=[CH:11][CH:12]=2)[S:5][CH:6]=1.C([O-])([O-])=O.[K+].[K+].Br[CH2:38][C:39]([O:41][CH3:42])=[O:40]. (10) Given the product [CH3:1][N:2]1[CH2:3][CH2:4][N:5]([C:8]2[CH:13]=[CH:12][N:11]=[CH:10][C:9]=2[NH2:14])[CH2:6][CH2:7]1, predict the reactants needed to synthesize it. The reactants are: [CH3:1][N:2]1[CH2:7][CH2:6][N:5]([C:8]2[CH:13]=[CH:12][N:11]=[CH:10][C:9]=2[N+:14]([O-])=O)[CH2:4][CH2:3]1.